Dataset: Forward reaction prediction with 1.9M reactions from USPTO patents (1976-2016). Task: Predict the product of the given reaction. (1) Given the reactants [CH2:1]([N:3]1[C:8](=[O:9])[CH:7]=[CH:6][C:5]([C:10]2[N:15]=[C:14](C(O)=O)[C:13]([NH:19][CH2:20][C:21]3[CH:26]=[CH:25][C:24]([O:27][CH3:28])=[CH:23][CH:22]=3)=[N:12][C:11]=2[C:29]2[CH:34]=[CH:33][CH:32]=[CH:31][CH:30]=2)=[N:4]1)[CH3:2], predict the reaction product. The product is: [CH2:1]([N:3]1[C:8](=[O:9])[CH:7]=[CH:6][C:5]([C:10]2[C:11]([C:29]3[CH:34]=[CH:33][CH:32]=[CH:31][CH:30]=3)=[N:12][C:13]([NH:19][CH2:20][C:21]3[CH:26]=[CH:25][C:24]([O:27][CH3:28])=[CH:23][CH:22]=3)=[CH:14][N:15]=2)=[N:4]1)[CH3:2]. (2) Given the reactants [CH2:1]([O:3][C@H:4]([C:17]([O:19][CH2:20][CH3:21])=[O:18])[CH2:5][C:6]1[CH:16]=[CH:15][C:9]([O:10][CH2:11][C:12]([OH:14])=O)=[CH:8][CH:7]=1)[CH3:2].[CH3:22][NH:23][CH2:24][C:25]1[CH:30]=[CH:29][CH:28]=[CH:27][CH:26]=1.F[B-](F)(F)F.N1(OC(N(C)C)=[N+](C)C)C2C=CC=CC=2N=N1, predict the reaction product. The product is: [CH2:24]([N:23]([CH3:22])[C:12](=[O:14])[CH2:11][O:10][C:9]1[CH:8]=[CH:7][C:6]([CH2:5][C@H:4]([O:3][CH2:1][CH3:2])[C:17]([O:19][CH2:20][CH3:21])=[O:18])=[CH:16][CH:15]=1)[C:25]1[CH:30]=[CH:29][CH:28]=[CH:27][CH:26]=1. (3) Given the reactants [CH3:1][O:2][C:3]1[C:12]([C:13]2[CH:18]=[CH:17][CH:16]=[CH:15][N:14]=2)=[CH:11][C:10]2[NH:9][C:8](=O)[CH:7]=[N:6][C:5]=2[C:4]=1[C:20]([O:22][CH3:23])=[O:21].P(Cl)(Cl)([Cl:26])=O.C(=O)(O)[O-].[Na+], predict the reaction product. The product is: [Cl:26][C:8]1[CH:7]=[N:6][C:5]2[C:4]([C:20]([O:22][CH3:23])=[O:21])=[C:3]([O:2][CH3:1])[C:12]([C:13]3[CH:18]=[CH:17][CH:16]=[CH:15][N:14]=3)=[CH:11][C:10]=2[N:9]=1. (4) The product is: [N:14]1([C:2]2[C:11]3[C:6](=[C:7]([OH:12])[CH:8]=[CH:9][CH:10]=3)[N:5]=[C:4]([CH3:13])[CH:3]=2)[CH:18]=[CH:17][N:16]=[CH:15]1. Given the reactants Cl[C:2]1[C:11]2[C:6](=[C:7]([OH:12])[CH:8]=[CH:9][CH:10]=2)[N:5]=[C:4]([CH3:13])[CH:3]=1.[NH:14]1[CH:18]=[CH:17][N:16]=[CH:15]1, predict the reaction product. (5) Given the reactants C(O[C:6]([N:8]1[CH2:12][C:11](=[N:13][O:14][CH2:15][C:16]2[CH:21]=[CH:20][C:19]([Cl:22])=[C:18]([Cl:23])[CH:17]=2)[CH2:10][C@H:9]1[C:24]([OH:26])=O)=[O:7])(C)(C)C.[C:27]1([CH:33]([C:37]2[CH:42]=[CH:41][CH:40]=[CH:39][CH:38]=2)C(Cl)=O)[CH:32]=[CH:31][CH:30]=[CH:29][CH:28]=1.[CH2:43]([NH2:46])[CH:44]=[CH2:45], predict the reaction product. The product is: [CH2:43]([NH:46][C:24]([C@@H:9]1[CH2:10][C:11](=[N:13][O:14][CH2:15][C:16]2[CH:21]=[CH:20][C:19]([Cl:22])=[C:18]([Cl:23])[CH:17]=2)[CH2:12][N:8]1[C:6](=[O:7])[CH:33]([C:27]1[CH:28]=[CH:29][CH:30]=[CH:31][CH:32]=1)[C:37]1[CH:38]=[CH:39][CH:40]=[CH:41][CH:42]=1)=[O:26])[CH:44]=[CH2:45].